This data is from Full USPTO retrosynthesis dataset with 1.9M reactions from patents (1976-2016). The task is: Predict the reactants needed to synthesize the given product. (1) Given the product [CH3:2][O:3][N:4]([CH3:5])[C:20](=[O:22])[CH2:19][C:16]1[CH:15]=[CH:14][C:13]([C:11]([O:10][C:6]([CH3:7])([CH3:8])[CH3:9])=[O:12])=[CH:18][CH:17]=1, predict the reactants needed to synthesize it. The reactants are: Cl.[CH3:2][O:3][NH:4][CH3:5].[C:6]([O:10][C:11]([C:13]1[CH:18]=[CH:17][C:16]([CH2:19][C:20]([OH:22])=O)=[CH:15][CH:14]=1)=[O:12])([CH3:9])([CH3:8])[CH3:7].Cl.C(N=C=NCCCN(C)C)C.ON1C2C=CC=CC=2N=N1. (2) Given the product [C:2]([C:6]1[N:11]=[CH:10][C:9]([C:12]2[N:13]([C:33]([N:35]3[CH2:36][CH2:37][N:38]([CH2:41][C:42]([N:48]4[CH2:51][CH:50]([OH:52])[CH2:49]4)=[O:44])[CH2:39][CH2:40]3)=[O:34])[C@@:14]([C:26]3[CH:27]=[CH:28][C:29]([Cl:32])=[CH:30][CH:31]=3)([CH3:25])[C@@:15]([C:18]3[CH:19]=[CH:20][C:21]([Cl:24])=[CH:22][CH:23]=3)([CH3:17])[N:16]=2)=[C:8]([O:45][CH2:46][CH3:47])[CH:7]=1)([CH3:3])([CH3:4])[CH3:5], predict the reactants needed to synthesize it. The reactants are: Cl.[C:2]([C:6]1[N:11]=[CH:10][C:9]([C:12]2[N:13]([C:33]([N:35]3[CH2:40][CH2:39][N:38]([CH2:41][C:42]([OH:44])=O)[CH2:37][CH2:36]3)=[O:34])[C@@:14]([C:26]3[CH:31]=[CH:30][C:29]([Cl:32])=[CH:28][CH:27]=3)([CH3:25])[C@@:15]([C:18]3[CH:23]=[CH:22][C:21]([Cl:24])=[CH:20][CH:19]=3)([CH3:17])[N:16]=2)=[C:8]([O:45][CH2:46][CH3:47])[CH:7]=1)([CH3:5])([CH3:4])[CH3:3].[NH:48]1[CH2:51][CH:50]([OH:52])[CH2:49]1.